Dataset: Reaction yield outcomes from USPTO patents with 853,638 reactions. Task: Predict the reaction yield, written as a fraction of the theoretical maximum amount of product (1.0 means a 100% yield; for example, 0.34 means a 34% yield). (1) The reactants are [Cl:1][C:2]1[CH:10]=[CH:9][CH:8]=[C:7]2[C:3]=1[C:4]([C:17]([OH:19])=O)=[CH:5][N:6]2[CH2:11][CH:12]1[CH2:16][CH2:15][CH2:14][O:13]1.[NH2:20][CH2:21][C@@:22]1([OH:29])[CH2:27][CH2:26][CH2:25][C@@H:24]([CH3:28])[CH2:23]1.C1C=CC2N(O)N=NC=2C=1.CCN=C=NCCCN(C)C.C(N(CC)CC)C. The catalyst is C(#N)C. The product is [Cl:1][C:2]1[CH:10]=[CH:9][CH:8]=[C:7]2[C:3]=1[C:4]([C:17]([NH:20][CH2:21][C@@:22]1([OH:29])[CH2:27][CH2:26][CH2:25][C@@H:24]([CH3:28])[CH2:23]1)=[O:19])=[CH:5][N:6]2[CH2:11][CH:12]1[CH2:16][CH2:15][CH2:14][O:13]1. The yield is 0.500. (2) The yield is 0.0900. No catalyst specified. The reactants are C(N(CC)[C:4]1[CH:13]=[C:12]2[C:7]([CH:8]=[C:9]([C:15]([N:17]3[CH2:22][CH2:21][N:20]([C:23]([C:25]4[CH:26]=[C:27]([N:39]5[C:43](=[O:44])[CH:42]=[C:41]([CH3:45])[C:40]5=[O:46])[CH:28]=[C:29]([N:31]5[C:35](=[O:36])[CH:34]=[C:33]([CH3:37])[C:32]5=[O:38])[CH:30]=4)=[O:24])[CH2:19][CH2:18]3)=[O:16])[C:10](=[O:14])[O:11]2)=[CH:6][CH:5]=1)C.[CH3:49][O:50]C1C=C2C(C=C(C(N3CCNCC3)=O)C(=O)O2)=CC=1. The product is [CH3:49][O:50][C:4]1[CH:13]=[C:12]2[C:7]([CH:8]=[C:9]([C:15]([N:17]3[CH2:22][CH2:21][N:20]([C:23]([C:25]4[CH:30]=[C:29]([N:31]5[C:35](=[O:36])[CH:34]=[C:33]([CH3:37])[C:32]5=[O:38])[CH:28]=[C:27]([N:39]5[C:43](=[O:44])[CH:42]=[C:41]([CH3:45])[C:40]5=[O:46])[CH:26]=4)=[O:24])[CH2:19][CH2:18]3)=[O:16])[C:10](=[O:14])[O:11]2)=[CH:6][CH:5]=1. (3) The reactants are [C:1]([C:4]1[N:8]([CH2:9][C:10](=O)[CH3:11])[N:7]=[C:6]([Br:13])[C:5]=1[Br:14])(=O)[CH3:2].C([O-])(=O)C.[NH4+:19]. The catalyst is C(O)(=O)C.O. The product is [Br:13][C:6]1[C:5]([Br:14])=[C:4]2[C:1]([CH3:2])=[N:19][C:10]([CH3:11])=[CH:9][N:8]2[N:7]=1. The yield is 0.500. (4) The reactants are [C:1]([O:5][C:6]([NH:8][C@H:9]1[CH2:14][CH2:13][C@H:12]([N:15]([CH2:34][CH3:35])[C:16]2[C:17]([CH3:33])=[C:18]([C:29]([O:31][CH3:32])=[O:30])[CH:19]=[C:20]([C:22]3[CH:27]=[CH:26][C:25]([OH:28])=[CH:24][CH:23]=3)[CH:21]=2)[CH2:11][CH2:10]1)=[O:7])([CH3:4])([CH3:3])[CH3:2].C(=O)([O-])[O-].[Cs+].[Cs+].Br[CH2:43][CH2:44][O:45][CH3:46]. The catalyst is C(#N)C.O. The product is [C:1]([O:5][C:6]([NH:8][C@H:9]1[CH2:14][CH2:13][C@H:12]([N:15]([CH2:34][CH3:35])[C:16]2[C:17]([CH3:33])=[C:18]([C:29]([O:31][CH3:32])=[O:30])[CH:19]=[C:20]([C:22]3[CH:23]=[CH:24][C:25]([O:28][CH2:43][CH2:44][O:45][CH3:46])=[CH:26][CH:27]=3)[CH:21]=2)[CH2:11][CH2:10]1)=[O:7])([CH3:4])([CH3:3])[CH3:2]. The yield is 0.840. (5) The product is [Cl:1][C:2]1[CH:10]=[CH:9][C:5]([C:6]([NH2:15])=[O:7])=[CH:4][N:3]=1. The catalyst is CN(C=O)C.CCOC(C)=O. The reactants are [Cl:1][C:2]1[CH:10]=[CH:9][C:5]([C:6](Cl)=[O:7])=[CH:4][N:3]=1.C1CCN2C(=[N:15]CCC2)CC1. The yield is 0.460. (6) The reactants are [CH3:1][CH:2]1[C:6]2[CH:7]=[CH:8][C:9]([C:11]([O:13]C)=[O:12])=[CH:10][C:5]=2[O:4][CH2:3]1.C(N(CC)CC)C.C1(P(C2C=CC=CC=2)CCCP(C2C=CC=CC=2)C2C=CC=CC=2)C=CC=CC=1. The catalyst is CO.C([O-])(=O)C.[Pd+2].C([O-])(=O)C. The product is [CH3:1][CH:2]1[C:6]2[CH:7]=[CH:8][C:9]([C:11]([OH:13])=[O:12])=[CH:10][C:5]=2[O:4][CH2:3]1. The yield is 0.780. (7) The reactants are [F:1][C:2]1[CH:7]=[CH:6][CH:5]=[C:4]([F:8])[C:3]=1[N:9]1[C:14]2[N:15]=[C:16](S(C)=O)[N:17]=[C:18]([C:19]3[CH:20]=[C:21]([CH:28]=[CH:29][C:30]=3[CH3:31])[C:22]([NH:24][CH:25]([CH3:27])[CH3:26])=[O:23])[C:13]=2[CH2:12][NH:11][C:10]1=[O:35].[CH3:36][N:37]([CH3:42])[CH2:38][CH2:39][CH2:40][NH2:41]. The catalyst is C1COCC1. The product is [F:1][C:2]1[CH:7]=[CH:6][CH:5]=[C:4]([F:8])[C:3]=1[N:9]1[C:14]2[N:15]=[C:16]([NH:41][CH2:40][CH2:39][CH2:38][N:37]([CH3:42])[CH3:36])[N:17]=[C:18]([C:19]3[CH:20]=[C:21]([CH:28]=[CH:29][C:30]=3[CH3:31])[C:22]([NH:24][CH:25]([CH3:27])[CH3:26])=[O:23])[C:13]=2[CH2:12][NH:11][C:10]1=[O:35]. The yield is 0.970. (8) The reactants are [Cl:1][C:2]1[CH:7]=[CH:6][CH:5]=[CH:4][C:3]=1[C:8]1[C:19]([OH:20])=[N:18][C:11]2[N:12]=[C:13]([S:16][CH3:17])[N:14]=[CH:15][C:10]=2[CH:9]=1.[OH:21]OS([O-])=O.[K+].[OH2:27]. No catalyst specified. The product is [Cl:1][C:2]1[CH:7]=[CH:6][CH:5]=[CH:4][C:3]=1[C:8]1[C:19]([OH:20])=[N:18][C:11]2[N:12]=[C:13]([S:16]([CH3:17])(=[O:21])=[O:27])[N:14]=[CH:15][C:10]=2[CH:9]=1. The yield is 0.830.